This data is from Full USPTO retrosynthesis dataset with 1.9M reactions from patents (1976-2016). The task is: Predict the reactants needed to synthesize the given product. (1) Given the product [F:38][C:2]([F:1])([F:39])[C:3]1[CH:4]=[C:5]([CH:31]=[C:32]([C:34]([F:35])([F:36])[F:37])[CH:33]=1)[C:6]([N:8]1[CH2:13][CH2:12][N:11]([CH2:14][CH2:15][NH:40][N:41]2[CH2:46][CH2:45][O:44][CH2:43][CH2:42]2)[CH2:10][C@H:9]1[CH2:21][C:22]1[C:30]2[C:25](=[CH:26][CH:27]=[CH:28][CH:29]=2)[NH:24][CH:23]=1)=[O:7], predict the reactants needed to synthesize it. The reactants are: [F:1][C:2]([F:39])([F:38])[C:3]1[CH:4]=[C:5]([CH:31]=[C:32]([C:34]([F:37])([F:36])[F:35])[CH:33]=1)[C:6]([N:8]1[CH2:13][CH2:12][N:11]([CH2:14][CH2:15]OS(C)(=O)=O)[CH2:10][C@H:9]1[CH2:21][C:22]1[C:30]2[C:25](=[CH:26][CH:27]=[CH:28][CH:29]=2)[NH:24][CH:23]=1)=[O:7].[NH2:40][N:41]1[CH2:46][CH2:45][O:44][CH2:43][CH2:42]1.C(N(CC)CC)C. (2) Given the product [CH3:21][C:23]1[CH:28]=[CH:27][CH:26]=[C:25]([CH3:29])[C:24]=1[O:31][C:2]1[CH:19]=[C:6]2[C:7]3[C:12]([CH2:13][CH2:14][N:5]2[C:4](=[O:20])[N:3]=1)=[CH:11][C:10]([O:15][CH3:16])=[C:9]([O:17][CH3:18])[CH:8]=3, predict the reactants needed to synthesize it. The reactants are: Cl[C:2]1[CH:19]=[C:6]2[C:7]3[C:12]([CH2:13][CH2:14][N:5]2[C:4](=[O:20])[N:3]=1)=[CH:11][C:10]([O:15][CH3:16])=[C:9]([O:17][CH3:18])[CH:8]=3.[CH2:21]([C:23]1[CH:28]=[CH:27][CH:26]=[C:25]([CH2:29]C)[C:24]=1[OH:31])C.C(=O)([O-])[O-].[K+].[K+].